Dataset: Reaction yield outcomes from USPTO patents with 853,638 reactions. Task: Predict the reaction yield, written as a fraction of the theoretical maximum amount of product (1.0 means a 100% yield; for example, 0.34 means a 34% yield). (1) The reactants are [CH:1]1([C:7]2[C:8]3[CH:34]=[CH:33][C:32]([C:35]([O:37][CH3:38])=[O:36])=[CH:31][C:9]=3[N:10]3[C:16]=2[C:15]2[CH:17]=[CH:18][CH:19]=[C:20]([NH:21][CH2:22][C:23](=[O:30])[N:24]4[CH2:29][CH2:28][CH2:27][CH2:26][CH2:25]4)[C:14]=2[O:13][CH2:12][CH2:11]3)[CH2:6][CH2:5][CH2:4][CH2:3][CH2:2]1.[CH:39](=O)[CH2:40][CH3:41].C(O[BH-](OC(=O)C)OC(=O)C)(=O)C.[Na+].C(=O)([O-])O.[Na+]. The catalyst is C(Cl)(Cl)Cl.O.C(O)(=O)C. The product is [CH:1]1([C:7]2[C:8]3[CH:34]=[CH:33][C:32]([C:35]([O:37][CH3:38])=[O:36])=[CH:31][C:9]=3[N:10]3[C:16]=2[C:15]2[CH:17]=[CH:18][CH:19]=[C:20]([N:21]([CH2:22][C:23](=[O:30])[N:24]4[CH2:29][CH2:28][CH2:27][CH2:26][CH2:25]4)[CH2:39][CH2:40][CH3:41])[C:14]=2[O:13][CH2:12][CH2:11]3)[CH2:6][CH2:5][CH2:4][CH2:3][CH2:2]1. The yield is 0.990. (2) The reactants are [NH2:1][C:2]1[C:3]([O:20][CH3:21])=[CH:4][C:5]([CH:17]([CH3:19])[CH3:18])=[C:6]([CH:16]=1)[O:7][C:8]1[C:9]([NH2:15])=[N:10][C:11]([NH2:14])=[N:12][CH:13]=1.[CH2:22]([N:24]=[C:25]=[O:26])[CH3:23]. The catalyst is C1(C)C=CC=CC=1. The product is [NH2:14][C:11]1[N:10]=[C:9]([NH2:15])[C:8]([O:7][C:6]2[C:5]([CH:17]([CH3:19])[CH3:18])=[CH:4][C:3]([O:20][CH3:21])=[C:2]([NH:1][C:25]([NH:24][CH2:22][CH3:23])=[O:26])[CH:16]=2)=[CH:13][N:12]=1. The yield is 0.830. (3) The yield is 0.290. The product is [Br:1][C:2]1[CH:3]=[CH:4][C:5]([F:9])=[C:6]([N:7]2[CH2:23][CH2:22][O:21][CH2:20][CH2:19]2)[CH:8]=1. The reactants are [Br:1][C:2]1[CH:3]=[CH:4][C:5]([F:9])=[C:6]([CH:8]=1)[NH2:7].[I-].[Na+].C(=O)([O-])[O-].[K+].[K+].Cl[CH2:19][CH2:20][O:21][CH2:22][CH2:23]Cl. The catalyst is CN(C)C=O. (4) The reactants are [Si:1]([O:18][CH2:19][CH:20]=[C:21]([F:27])[C:22]([O:24]CC)=O)([C:14]([CH3:17])([CH3:16])[CH3:15])([C:8]1[CH:13]=[CH:12][CH:11]=[CH:10][CH:9]=1)[C:2]1[CH:7]=[CH:6][CH:5]=[CH:4][CH:3]=1.[CH3:28][CH:29](C[AlH]CC(C)C)C.C1(C)C=CC=CC=1. The catalyst is CCCCCC. The product is [CH2:28]([CH:22]([OH:24])/[C:21](/[F:27])=[CH:20]\[CH2:19][O:18][Si:1]([C:14]([CH3:15])([CH3:16])[CH3:17])([C:2]1[CH:7]=[CH:6][CH:5]=[CH:4][CH:3]=1)[C:8]1[CH:9]=[CH:10][CH:11]=[CH:12][CH:13]=1)[CH3:29]. The yield is 0.170. (5) The reactants are [N:1]1[C:10]2[C:5](=[CH:6][C:7]([C:11]3[O:15][C:14]([SH:16])=[N:13][N:12]=3)=[CH:8][CH:9]=2)[CH:4]=[CH:3][CH:2]=1.[CH3:17][O:18][C:19]1[CH:26]=[CH:25][C:22]([CH2:23]Br)=[CH:21][C:20]=1[C:27]([F:30])([F:29])[F:28]. No catalyst specified. The product is [CH3:17][O:18][C:19]1[CH:26]=[CH:25][C:22]([CH2:23][S:16][C:14]2[O:15][C:11]([C:7]3[CH:6]=[C:5]4[C:10](=[CH:9][CH:8]=3)[N:1]=[CH:2][CH:3]=[CH:4]4)=[N:12][N:13]=2)=[CH:21][C:20]=1[C:27]([F:28])([F:30])[F:29]. The yield is 0.740. (6) The reactants are [Cl:1][C:2]1[CH:3]=[C:4]2[C:12](=[CH:13][C:14]=1[Cl:15])[N:11](S(C1C=CC(C)=CC=1)(=O)=O)[C:10]1[C:9]([C:31]([F:37])([F:36])[C:32]([F:35])([F:34])[F:33])([O:26][Si](C)(C)C)[CH2:8][CH2:7][CH2:6][C:5]2=1.[OH-].[K+]. The catalyst is C1COCC1.O. The product is [Cl:1][C:2]1[CH:3]=[C:4]2[C:12](=[CH:13][C:14]=1[Cl:15])[NH:11][C:10]1[C:9]([C:31]([F:36])([F:37])[C:32]([F:33])([F:34])[F:35])([OH:26])[CH2:8][CH2:7][CH2:6][C:5]2=1. The yield is 0.340. (7) The reactants are I[C:2]1[CH:8]=[CH:7][C:5]([NH2:6])=[CH:4][C:3]=1[F:9].CCN(CC)CC.C(Cl)Cl.[CH:20]1([C:23]#[CH:24])[CH2:22][CH2:21]1. The catalyst is C1COCC1.CCOCC.[Cu]I. The product is [CH:20]1([C:23]#[C:24][C:2]2[CH:8]=[CH:7][C:5]([NH2:6])=[CH:4][C:3]=2[F:9])[CH2:22][CH2:21]1. The yield is 0.450. (8) The reactants are C([O:5][C:6](=[O:46])[C:7]([O:10]/[N:11]=[C:12](/[C:33]1[N:34]=[C:35]([NH:38]C(OC(C)(C)C)=O)[S:36][CH:37]=1)\[C:13]([NH:15][C@@H:16]1[C:19](=[O:20])[N:18]([S:21]([OH:24])(=[O:23])=[O:22])[C@@H:17]1[CH2:25][N:26]1[CH2:30][C@@H:29]([CH3:31])[O:28][C:27]1=[O:32])=[O:14])([CH3:9])[CH3:8])(C)(C)C.C(O)(C(F)(F)F)=O. The catalyst is C(Cl)Cl. The product is [NH2:38][C:35]1[S:36][CH:37]=[C:33](/[C:12](=[N:11]/[O:10][C:7]([CH3:8])([CH3:9])[C:6]([OH:46])=[O:5])/[C:13]([NH:15][C@@H:16]2[C:19](=[O:20])[N:18]([S:21]([OH:24])(=[O:23])=[O:22])[C@@H:17]2[CH2:25][N:26]2[CH2:30][C@@H:29]([CH3:31])[O:28][C:27]2=[O:32])=[O:14])[N:34]=1. The yield is 0.230.